From a dataset of Peptide-MHC class I binding affinity with 185,985 pairs from IEDB/IMGT. Regression. Given a peptide amino acid sequence and an MHC pseudo amino acid sequence, predict their binding affinity value. This is MHC class I binding data. The peptide sequence is LLNSNALLR. The MHC is HLA-A03:01 with pseudo-sequence HLA-A03:01. The binding affinity (normalized) is 0.752.